Dataset: Forward reaction prediction with 1.9M reactions from USPTO patents (1976-2016). Task: Predict the product of the given reaction. (1) Given the reactants [OH:1][C@H:2]1[CH2:7][CH2:6][N:5]([C:8]([O:10]C(C)(C)C)=O)[C@@H:4]([CH3:15])[CH2:3]1.F[C:17]1[CH:24]=[CH:23][C:22]([C:25]2[N:30]=[C:29]([NH:31][C:32]3[CH:37]=[CH:36][C:35]([N:38]4[CH2:43][CH2:42][N:41]([CH:44]5[CH2:47][O:46][CH2:45]5)[CH2:40][CH2:39]4)=[CH:34][CH:33]=3)[N:28]=[CH:27][N:26]=2)=[CH:21][C:18]=1[C:19]#[N:20].C(O)(=O)[CH2:49][OH:50], predict the reaction product. The product is: [OH:50][CH2:49][C:8]([N:5]1[CH2:6][CH2:7][C@H:2]([O:1][C:17]2[CH:24]=[CH:23][C:22]([C:25]3[N:30]=[C:29]([NH:31][C:32]4[CH:37]=[CH:36][C:35]([N:38]5[CH2:43][CH2:42][N:41]([CH:44]6[CH2:47][O:46][CH2:45]6)[CH2:40][CH2:39]5)=[CH:34][CH:33]=4)[N:28]=[CH:27][N:26]=3)=[CH:21][C:18]=2[C:19]#[N:20])[CH2:3][C@@H:4]1[CH3:15])=[O:10]. (2) Given the reactants [CH2:1]([C@@:4]1([CH3:30])[CH2:9][C@H:8]([C:10]2[CH:15]=[CH:14][CH:13]=[C:12]([Cl:16])[CH:11]=2)[C@@H:7]([C:17]2[CH:22]=[CH:21][C:20]([Cl:23])=[CH:19][CH:18]=2)[N:6]([C@@H:24]([CH2:27][CH3:28])[CH2:25][OH:26])[C:5]1=[O:29])[CH:2]=[CH2:3].O, predict the reaction product. The product is: [CH2:1]([C@@:4]1([CH3:30])[CH2:9][C@H:8]([C:10]2[CH:15]=[CH:14][CH:13]=[C:12]([Cl:16])[CH:11]=2)[C@@H:7]([C:17]2[CH:18]=[CH:19][C:20]([Cl:23])=[CH:21][CH:22]=2)[N:6]([C@@H:24]([CH2:27][CH3:28])[CH:25]=[O:26])[C:5]1=[O:29])[CH:2]=[CH2:3]. (3) Given the reactants [OH:1][C:2]1[CH:19]=[CH:18][C:17]2[C@@H:16]3[C@H:7]([C@H:8]4[C@@:12]([CH2:14][CH2:15]3)([CH3:13])[C:11](=[O:20])[CH2:10][CH2:9]4)[CH2:6][CH2:5][C:4]=2[C:3]=1[CH3:21].[C:22]12(O)[CH2:31][CH:26]3[CH2:27][CH:28]([CH2:30][CH:24]([CH2:25]3)[CH2:23]1)[CH2:29]2.B(F)(F)F.CCOCC, predict the reaction product. The product is: [C:22]12([C:19]3[C:2]([OH:1])=[C:3]([CH3:21])[C:4]4[CH2:5][CH2:6][C@@H:7]5[C@@H:16]([C:17]=4[CH:18]=3)[CH2:15][CH2:14][C@@:12]3([CH3:13])[C@H:8]5[CH2:9][CH2:10][C:11]3=[O:20])[CH2:31][CH:26]3[CH2:27][CH:28]([CH2:30][CH:24]([CH2:25]3)[CH2:23]1)[CH2:29]2. (4) Given the reactants Cl[C:2]1[S:3][C:4]2[CH:10]=[C:9]([N+:11]([O-:13])=[O:12])[CH:8]=[CH:7][C:5]=2[N:6]=1.[NH:14]1[CH2:19][CH2:18][NH:17][CH2:16][CH2:15]1.C(N(CC)CC)C, predict the reaction product. The product is: [N+:11]([C:9]1[CH:8]=[CH:7][C:5]2[N:6]=[C:2]([N:14]3[CH2:19][CH2:18][NH:17][CH2:16][CH2:15]3)[S:3][C:4]=2[CH:10]=1)([O-:13])=[O:12]. (5) Given the reactants [Cl-:1].[C@H:2]1([CH2:15][NH+:16]([CH3:18])[CH3:17])[C:14]2[N:6]([N:7]=[C:8]3[C:13]=2C=C[CH:10]=[CH:9]3)[CH2:5][CH2:4][O:3]1.[Cl-].[S:20]1C2C(=NN3CCOC(C[NH2+]C)C3=2)C=C1, predict the reaction product. The product is: [Cl-:1].[S:20]1[C:13]2[C:8](=[N:7][N:6]3[CH2:5][CH2:4][O:3][CH:2]([CH2:15][NH+:16]([CH3:18])[CH3:17])[C:14]3=2)[CH:9]=[CH:10]1.